Task: Predict the product of the given reaction.. Dataset: Forward reaction prediction with 1.9M reactions from USPTO patents (1976-2016) Given the reactants [BH4-].[Na+].[Si:3]([O:10][C:11]1[CH:12]=[CH:13][CH:14]=[C:15]2[C:20]=1[N:19]=[C:18]([C:21]1[N:25]3[CH:26]=[CH:27][C:28]([CH:30]=[O:31])=[CH:29][C:24]3=[N:23][N:22]=1)[CH:17]=[CH:16]2)([C:6]([CH3:9])([CH3:8])[CH3:7])([CH3:5])[CH3:4], predict the reaction product. The product is: [Si:3]([O:10][C:11]1[CH:12]=[CH:13][CH:14]=[C:15]2[C:20]=1[N:19]=[C:18]([C:21]1[N:25]3[CH:26]=[CH:27][C:28]([CH2:30][OH:31])=[CH:29][C:24]3=[N:23][N:22]=1)[CH:17]=[CH:16]2)([C:6]([CH3:7])([CH3:8])[CH3:9])([CH3:4])[CH3:5].